This data is from Forward reaction prediction with 1.9M reactions from USPTO patents (1976-2016). The task is: Predict the product of the given reaction. Given the reactants C([O:4][CH2:5][C:6](=O)[NH:7][C:8]1[N:9]=[N:10][N:11]([CH2:13][C:14]2[C:19]([F:20])=[CH:18][CH:17]=[CH:16][C:15]=2[F:21])[CH:12]=1)(=O)C.B.CO.Cl, predict the reaction product. The product is: [F:20][C:19]1[CH:18]=[CH:17][CH:16]=[C:15]([F:21])[C:14]=1[CH2:13][N:11]1[CH:12]=[C:8]([NH:7][CH2:6][CH2:5][OH:4])[N:9]=[N:10]1.